Dataset: Reaction yield outcomes from USPTO patents with 853,638 reactions. Task: Predict the reaction yield, written as a fraction of the theoretical maximum amount of product (1.0 means a 100% yield; for example, 0.34 means a 34% yield). (1) The product is [CH3:1][O:2][C:3]([C:5]1[CH:10]=[CH:9][C:8]([N:14]2[CH2:15][CH2:16][CH2:17][S:13]2(=[O:19])=[O:18])=[C:7]([Cl:12])[N:6]=1)=[O:4]. The reactants are [CH3:1][O:2][C:3]([C:5]1[CH:10]=[CH:9][C:8](Br)=[C:7]([Cl:12])[N:6]=1)=[O:4].[S:13]1(=[O:19])(=[O:18])[CH2:17][CH2:16][CH2:15][NH:14]1.N1C=CC=CC=1C(=O)CC(C1C=CC=CN=1)=O.C(=O)([O-])[O-].[K+].[K+]. The yield is 0.414. The catalyst is CN(C=O)C.[Cu]I.O. (2) The reactants are [NH2:1][C:2]1[C:3]2[N:4]([C:8]([C@@H:30]3[CH2:35][CH2:34][CH2:33][CH2:32][NH:31]3)=[N:9][C:10]=2[C:11]2[CH:29]=[CH:28][C:14]([C:15]([NH:17][C:18]3[CH:23]=[C:22]([C:24]([F:27])([F:26])[F:25])[CH:21]=[CH:20][N:19]=3)=[O:16])=[CH:13][CH:12]=2)[CH:5]=[CH:6][N:7]=1.[CH:36]([S:38](Cl)(=[O:40])=[O:39])=[CH2:37]. No catalyst specified. The product is [NH2:1][C:2]1[C:3]2[N:4]([C:8]([C@@H:30]3[CH2:35][CH2:34][CH2:33][CH2:32][N:31]3[S:38]([CH:36]=[CH2:37])(=[O:40])=[O:39])=[N:9][C:10]=2[C:11]2[CH:29]=[CH:28][C:14]([C:15]([NH:17][C:18]3[CH:23]=[C:22]([C:24]([F:25])([F:27])[F:26])[CH:21]=[CH:20][N:19]=3)=[O:16])=[CH:13][CH:12]=2)[CH:5]=[CH:6][N:7]=1. The yield is 0.205. (3) The reactants are [Cl:1][C:2]1[CH:3]=[CH:4][C:5]([O:25][CH2:26][CH2:27][C:28]2[CH:33]=[CH:32][CH:31]=[CH:30][C:29]=2[CH3:34])=[C:6]([CH:24]=1)[C:7]([NH:9][CH2:10][C:11]1[CH:23]=[CH:22][C:14]([C:15]([O:17]C(C)(C)C)=[O:16])=[CH:13][CH:12]=1)=[O:8].FC(F)(F)C(O)=O. The catalyst is ClCCl. The product is [Cl:1][C:2]1[CH:3]=[CH:4][C:5]([O:25][CH2:26][CH2:27][C:28]2[CH:33]=[CH:32][CH:31]=[CH:30][C:29]=2[CH3:34])=[C:6]([CH:24]=1)[C:7]([NH:9][CH2:10][C:11]1[CH:12]=[CH:13][C:14]([C:15]([OH:17])=[O:16])=[CH:22][CH:23]=1)=[O:8]. The yield is 0.950. (4) The reactants are [C:1]([C:3]1[CH:4]=[C:5]([CH:9]=[C:10]([C:12]2[CH:17]=[CH:16][CH:15]=[C:14]([F:18])[CH:13]=2)[CH:11]=1)[C:6]([OH:8])=O)#[N:2].[NH2:19][C:20]1[C:21]([F:28])=[C:22]([OH:27])[CH:23]=[CH:24][C:25]=1[F:26].C([O-])(O)=O.[Na+]. The catalyst is O=S(Cl)Cl.C1COCC1. The product is [C:1]([C:3]1[CH:4]=[C:5]([CH:9]=[C:10]([C:12]2[CH:17]=[CH:16][CH:15]=[C:14]([F:18])[CH:13]=2)[CH:11]=1)[C:6]([NH:19][C:20]1[C:25]([F:26])=[CH:24][CH:23]=[C:22]([OH:27])[C:21]=1[F:28])=[O:8])#[N:2]. The yield is 0.640. (5) The reactants are [NH2:1][C:2]1[CH:22]=[CH:21][C:5]([O:6][C:7]2[CH:12]=[CH:11][N:10]=[C:9]([NH:13]CC3C=CC=CC=3)[CH:8]=2)=[C:4]([F:23])[CH:3]=1.[H][H]. The catalyst is C(O)=O.CO.[OH-].[OH-].[Pd+2]. The product is [NH2:1][C:2]1[CH:22]=[CH:21][C:5]([O:6][C:7]2[CH:12]=[CH:11][N:10]=[C:9]([NH2:13])[CH:8]=2)=[C:4]([F:23])[CH:3]=1. The yield is 0.260.